From a dataset of Reaction yield outcomes from USPTO patents with 853,638 reactions. Predict the reaction yield, written as a fraction of the theoretical maximum amount of product (1.0 means a 100% yield; for example, 0.34 means a 34% yield). (1) The reactants are [Cl:1][C:2]1[CH:7]=[C:6]([N+:8]([O-:10])=[O:9])[CH:5]=[CH:4][C:3]=1[CH2:11][C:12]([OH:14])=[O:13].[CH3:15][Si](Cl)(C)C. No catalyst specified. The product is [Cl:1][C:2]1[CH:7]=[C:6]([N+:8]([O-:10])=[O:9])[CH:5]=[CH:4][C:3]=1[CH2:11][C:12]([O:14][CH3:15])=[O:13]. The yield is 0.740. (2) The product is [C:2]([O:6][C:7]([N:9]1[CH2:14][C@@H:13]2[CH2:15][CH2:16][C@H:10]1[CH2:11][N:12]2[C:17](=[O:19])[CH3:18])=[O:8])([CH3:5])([CH3:3])[CH3:4]. The yield is 1.00. The catalyst is C(Cl)Cl. The reactants are Cl.[C:2]([O:6][C:7]([N:9]1[CH2:14][C@@H:13]2[CH2:15][CH2:16][C@H:10]1[CH2:11][NH:12]2)=[O:8])([CH3:5])([CH3:4])[CH3:3].[C:17](OC(=O)C)(=[O:19])[CH3:18].C(N(CC)CC)C. (3) The reactants are [I:1][C:2]1[C:6]([C:7](O)=[O:8])=[CH:5][N:4]([CH3:10])[N:3]=1.[Cl:11][C:12]1[CH:13]=[C:14]([C:19]2[C:20]([NH2:26])=[CH:21][CH:22]=[C:23]([F:25])[CH:24]=2)[CH:15]=[CH:16][C:17]=1[Cl:18].C(N(CC)C(C)C)(C)C.F[P-](F)(F)(F)(F)F.Br[P+](N1CCCC1)(N1CCCC1)N1CCCC1. The catalyst is C(Cl)Cl. The product is [Cl:11][C:12]1[CH:13]=[C:14]([C:19]2[CH:24]=[C:23]([F:25])[CH:22]=[CH:21][C:20]=2[NH:26][C:7]([C:6]2[C:2]([I:1])=[N:3][N:4]([CH3:10])[CH:5]=2)=[O:8])[CH:15]=[CH:16][C:17]=1[Cl:18]. The yield is 0.535. (4) The reactants are FC(F)(F)C(O)=O.[NH:8]1[CH2:12][CH2:11][CH2:10][CH:9]1[C:13]1[CH:22]=[CH:21][CH:20]=[C:19]2[C:14]=1[CH:15]=[CH:16][C:17]([S:23]([O:26][C:27]1[C:32]([F:33])=[C:31]([F:34])[C:30]([F:35])=[C:29]([F:36])[C:28]=1[F:37])(=[O:25])=[O:24])=[CH:18]2.[CH:38](=O)[C:39]1[CH:44]=[CH:43][CH:42]=[CH:41][CH:40]=1.C(O[BH-](OC(=O)C)OC(=O)C)(=O)C.[Na+].[C@H](O)(C([O-])=O)[C@@H](O)C([O-])=O.[Na+].[K+]. The catalyst is O.C(Cl)Cl.ClCCCl. The product is [CH2:38]([N:8]1[CH2:12][CH2:11][CH2:10][CH:9]1[C:13]1[CH:22]=[CH:21][CH:20]=[C:19]2[C:14]=1[CH:15]=[CH:16][C:17]([S:23]([O:26][C:27]1[C:32]([F:33])=[C:31]([F:34])[C:30]([F:35])=[C:29]([F:36])[C:28]=1[F:37])(=[O:25])=[O:24])=[CH:18]2)[C:39]1[CH:44]=[CH:43][CH:42]=[CH:41][CH:40]=1. The yield is 0.970. (5) The reactants are Br[C:2]1[CH:7]=[C:6]([C:8]2[C:9]([C:32]3[CH:37]=[CH:36][CH:35]=[C:34]([CH3:38])[N:33]=3)=[N:10][N:11](C(C3C=CC=CC=3)(C3C=CC=CC=3)C3C=CC=CC=3)[CH:12]=2)[CH:5]=[CH:4][N:3]=1.[Cl:39][C:40]1[CH:45]=[CH:44][C:43](B(O)O)=[CH:42][CH:41]=1. No catalyst specified. The product is [Cl:39][C:40]1[CH:45]=[CH:44][C:43]([C:2]2[CH:7]=[C:6]([C:8]3[C:9]([C:32]4[CH:37]=[CH:36][CH:35]=[C:34]([CH3:38])[N:33]=4)=[N:10][NH:11][CH:12]=3)[CH:5]=[CH:4][N:3]=2)=[CH:42][CH:41]=1. The yield is 0.107. (6) The reactants are [OH:1][CH2:2][C:3]([CH2:8][OH:9])([CH2:6][OH:7])[CH2:4][OH:5].[SH:10][CH:11]([CH3:15])[C:12]([OH:14])=O.S(=O)(=O)(O)O. The catalyst is O.C1(C)C=CC=CC=1. The product is [SH:10][CH:11]([CH3:15])[C:12]([O:1][CH2:2][C:3]([CH2:8][O:9][C:12](=[O:14])[CH:11]([SH:10])[CH3:15])([CH2:6][O:7][C:12](=[O:14])[CH:11]([SH:10])[CH3:15])[CH2:4][O:5][C:12](=[O:14])[CH:11]([SH:10])[CH3:15])=[O:14]. The yield is 0.884. (7) The reactants are O[CH2:2][C@H:3]([NH:7][C:8]([C:10]1[NH:11][C:12]([C:15]2[CH:20]=[C:19]([O:21][Si:22]([CH:29]([CH3:31])[CH3:30])([CH:26]([CH3:28])[CH3:27])[CH:23]([CH3:25])[CH3:24])[CH:18]=[C:17]([O:32][C@@H:33]([CH3:37])[CH2:34][O:35][CH3:36])[CH:16]=2)=[CH:13][CH:14]=1)=[O:9])[C@H:4]([OH:6])[CH3:5].CS(O)(=O)=O.C(N(CC)CC)C.[Cl-].[NH4+]. The catalyst is O1CCCC1. The product is [CH3:36][O:35][CH2:34][C@@H:33]([O:32][C:17]1[CH:16]=[C:15]([C:12]2[NH:11][C:10]([C:8]3[O:9][CH2:2][C@@H:3]([C@H:4]([OH:6])[CH3:5])[N:7]=3)=[CH:14][CH:13]=2)[CH:20]=[C:19]([O:21][Si:22]([CH:29]([CH3:30])[CH3:31])([CH:26]([CH3:27])[CH3:28])[CH:23]([CH3:24])[CH3:25])[CH:18]=1)[CH3:37]. The yield is 0.790.